Dataset: Catalyst prediction with 721,799 reactions and 888 catalyst types from USPTO. Task: Predict which catalyst facilitates the given reaction. Reactant: [CH3:1][O:2][C:3]1[CH:25]=[CH:24][CH:23]=[C:22]([NH:26][C:27]([C:29]2[C:38]3[C:33](=[CH:34][CH:35]=[CH:36][CH:37]=3)[CH:32]=[CH:31][CH:30]=2)=[O:28])[C:4]=1[C:5]([NH:7][CH2:8][CH:9]1[CH2:14][O:13][CH2:12][CH2:11][N:10]1C(OC(C)(C)C)=O)=[O:6].[ClH:39]. Product: [CH3:1][O:2][C:3]1[C:4]([C:5]([NH:7][CH2:8][CH:9]2[CH2:14][O:13][CH2:12][CH2:11][NH:10]2)=[O:6])=[C:22]([NH:26][C:27]([C:29]2[C:38]3[C:33](=[CH:34][CH:35]=[CH:36][CH:37]=3)[CH:32]=[CH:31][CH:30]=2)=[O:28])[CH:23]=[CH:24][CH:25]=1.[ClH:39]. The catalyst class is: 12.